From a dataset of Peptide-MHC class II binding affinity with 134,281 pairs from IEDB. Regression. Given a peptide amino acid sequence and an MHC pseudo amino acid sequence, predict their binding affinity value. This is MHC class II binding data. (1) The peptide sequence is VDCRPFNGGESKLKA. The MHC is HLA-DPA10103-DPB10401 with pseudo-sequence HLA-DPA10103-DPB10401. The binding affinity (normalized) is 0.202. (2) The peptide sequence is NVVKSGIFLSVAAGN. The MHC is DRB1_1101 with pseudo-sequence DRB1_1101. The binding affinity (normalized) is 0.235. (3) The peptide sequence is AGWLAFFRDLVARGL. The MHC is DRB1_1501 with pseudo-sequence DRB1_1501. The binding affinity (normalized) is 0.667. (4) The peptide sequence is EKKYFAATQVEPLAA. The MHC is HLA-DQA10301-DQB10302 with pseudo-sequence HLA-DQA10301-DQB10302. The binding affinity (normalized) is 0.439. (5) The peptide sequence is DMRLLSLAVSSAVPT. The MHC is DRB1_0301 with pseudo-sequence DRB1_0301. The binding affinity (normalized) is 0.605.